This data is from Forward reaction prediction with 1.9M reactions from USPTO patents (1976-2016). The task is: Predict the product of the given reaction. (1) Given the reactants [CH3:1][CH2:2][CH2:3][CH2:4][N:5]1C=[N+](C)C=C1.[Br-].[C:12]([O-:15])(=[O:14])[CH3:13].[NH4+:16].N.[C:18](O)(=[O:28])[C:19]1[CH:27]=[CH:26][C:22]([C:23]([OH:25])=[O:24])=[CH:21][CH:20]=1, predict the reaction product. The product is: [CH3:22][C:21]1[CH:20]=[CH:19][CH:27]=[CH:26][C:13]=1[C:12]([OH:15])=[O:14].[C:2]1([CH3:1])[C:3]([C:4]([NH2:5])=[O:14])=[CH:18][CH:19]=[CH:20][CH:21]=1.[C:18]([NH2:16])(=[O:28])[C:19]1[CH:27]=[CH:26][C:22]([C:23]([OH:25])=[O:24])=[CH:21][CH:20]=1. (2) Given the reactants [C:1]1([N:7]([C:89]2[CH:94]=[CH:93][CH:92]=[CH:91][CH:90]=2)[C:8]2[CH:13]=[CH:12][C:11]([C:14]3[CH:19]=[CH:18][C:17]([N:20]([C:83]4[CH:88]=[CH:87][CH:86]=[CH:85][CH:84]=4)[C:21]4[CH:82]=[CH:81][C:24]([CH2:25][CH:26]5[CH2:31][C:30](=[C:32]([C:35]#[N:36])[C:33]#[N:34])[CH:29]([CH2:37][C:38]6[CH:43]=[CH:42][C:41]([N:44]([C:51]7[CH:56]=[CH:55][C:54]([C:57]8[CH:62]=[CH:61][C:60]([N:63]([C:70]9[CH:75]=[CH:74][CH:73]=[CH:72][CH:71]=9)[C:64]9[CH:69]=[CH:68][CH:67]=[CH:66][CH:65]=9)=[CH:59][CH:58]=8)=[CH:53][CH:52]=7)[C:45]7[CH:50]=[CH:49][CH:48]=[CH:47][CH:46]=7)=[CH:40][CH:39]=6)[CH2:28][C:27]5=[C:76]([C:79]#[N:80])[C:77]#[N:78])=[CH:23][CH:22]=4)=[CH:16][CH:15]=3)=[CH:10][CH:9]=2)[CH:6]=[CH:5][CH:4]=[CH:3][CH:2]=1, predict the reaction product. The product is: [C:89]1([N:7]([C:1]2[CH:2]=[CH:3][CH:4]=[CH:5][CH:6]=2)[C:8]2[CH:9]=[CH:10][C:11]([C:14]3[CH:15]=[CH:16][C:17]([N:20]([C:83]4[CH:84]=[CH:85][CH:86]=[CH:87][CH:88]=4)[C:21]4[CH:22]=[CH:23][C:24]([CH2:25][C:26]5[C:27](=[C:76]([C:77]#[N:78])[C:79]#[N:80])[CH:28]=[C:29]([CH2:37][C:38]6[CH:43]=[CH:42][C:41]([N:44]([C:51]7[CH:56]=[CH:55][C:54]([C:57]8[CH:62]=[CH:61][C:60]([N:63]([C:64]9[CH:65]=[CH:66][CH:67]=[CH:68][CH:69]=9)[C:70]9[CH:71]=[CH:72][CH:73]=[CH:74][CH:75]=9)=[CH:59][CH:58]=8)=[CH:53][CH:52]=7)[C:45]7[CH:50]=[CH:49][CH:48]=[CH:47][CH:46]=7)=[CH:40][CH:39]=6)[C:30](=[C:32]([C:33]#[N:34])[C:35]#[N:36])[CH:31]=5)=[CH:81][CH:82]=4)=[CH:18][CH:19]=3)=[CH:12][CH:13]=2)[CH:94]=[CH:93][CH:92]=[CH:91][CH:90]=1. (3) Given the reactants [NH2:1][C:2]1[C:7]([OH:8])=[C:6]([Cl:9])[N:5]=[CH:4][N:3]=1.C(=O)([O-])[O-].[Cs+].[Cs+].I[CH2:17][CH3:18], predict the reaction product. The product is: [Cl:9][C:6]1[N:5]=[CH:4][N:3]=[C:2]([NH2:1])[C:7]=1[O:8][CH2:17][CH3:18]. (4) Given the reactants [C:1]1([N:7]2[C:11]3([CH2:16][CH2:15][NH:14][CH2:13][CH2:12]3)[C:10](=[O:17])[CH2:9][CH2:8]2)[CH:6]=[CH:5][CH:4]=[CH:3][CH:2]=1.[Br:18][C:19]1[C:20](=[O:33])[N:21]([C:27]2[CH:32]=[CH:31][CH:30]=[CH:29][CH:28]=2)[N:22]([CH3:26])[C:23]=1[CH2:24]Br.CCN(C(C)C)C(C)C, predict the reaction product. The product is: [Br:18][C:19]1[C:20](=[O:33])[N:21]([C:27]2[CH:32]=[CH:31][CH:30]=[CH:29][CH:28]=2)[N:22]([CH3:26])[C:23]=1[CH2:24][N:14]1[CH2:13][CH2:12][C:11]2([N:7]([C:1]3[CH:6]=[CH:5][CH:4]=[CH:3][CH:2]=3)[CH2:8][CH2:9][C:10]2=[O:17])[CH2:16][CH2:15]1. (5) Given the reactants [Cl:1][C:2]1[N:7]=[C:6]([NH:8][C:9]2[CH:14]=[CH:13][C:12]([I:15])=[CH:11][CH:10]=2)[C:5]([NH2:16])=[CH:4][N:3]=1.[N:17](OCCCC)=O, predict the reaction product. The product is: [Cl:1][C:2]1[N:3]=[CH:4][C:5]2[N:16]=[N:17][N:8]([C:9]3[CH:10]=[CH:11][C:12]([I:15])=[CH:13][CH:14]=3)[C:6]=2[N:7]=1. (6) Given the reactants C[Si](C)(C)[N-][Si](C)(C)C.[Li+].[CH3:11][C@@H:12]1[N:17]([C:18]([O:20][CH2:21][CH:22]=[CH2:23])=[O:19])[CH2:16][CH2:15][C:14]([C:24]2[N:25]=[C:26]([SH:29])[S:27][CH:28]=2)=[CH:13]1.O(P(OC1C=CC=CC=1)O[C:39]1[C@H:45]([CH3:46])[C@H:44]2[N:41]([C:42](=[O:54])[C@@H:43]2[C@H:47]([O:49][Si:50]([CH3:53])([CH3:52])[CH3:51])[CH3:48])[C:40]=1[C:55]([O:57][CH2:58][CH:59]=[CH2:60])=[O:56])C1C=CC=CC=1.C(#N)C, predict the reaction product. The product is: [CH2:21]([O:20][C:18]([N:17]1[C@@H:12]([CH3:11])[CH:13]=[C:14]([C:24]2[N:25]=[C:26]([S:29][C:39]3[C@H:45]([CH3:46])[C@H:44]4[N:41]([C:42](=[O:54])[C@@H:43]4[C@H:47]([O:49][Si:50]([CH3:51])([CH3:52])[CH3:53])[CH3:48])[C:40]=3[C:55]([O:57][CH2:58][CH:59]=[CH2:60])=[O:56])[S:27][CH:28]=2)[CH2:15][CH2:16]1)=[O:19])[CH:22]=[CH2:23].